This data is from Forward reaction prediction with 1.9M reactions from USPTO patents (1976-2016). The task is: Predict the product of the given reaction. Given the reactants [CH2:1]([O:8][C:9]([N:11]1[CH2:16][CH2:15][CH:14]([C:17]2[O:18][C:19]3[C:25]([C:26]([O:28]C)=O)=[CH:24][CH:23]=[CH:22][C:20]=3[N:21]=2)[CH2:13][CH2:12]1)=[O:10])[C:2]1[CH:7]=[CH:6][CH:5]=[CH:4][CH:3]=1.[NH4+:30], predict the reaction product. The product is: [C:26]([C:25]1[C:19]2[O:18][C:17]([CH:14]3[CH2:13][CH2:12][N:11]([C:9]([O:8][CH2:1][C:2]4[CH:3]=[CH:4][CH:5]=[CH:6][CH:7]=4)=[O:10])[CH2:16][CH2:15]3)=[N:21][C:20]=2[CH:22]=[CH:23][CH:24]=1)(=[O:28])[NH2:30].